This data is from Reaction yield outcomes from USPTO patents with 853,638 reactions. The task is: Predict the reaction yield, written as a fraction of the theoretical maximum amount of product (1.0 means a 100% yield; for example, 0.34 means a 34% yield). (1) The reactants are [N+:1]([C:4]1[CH:11]=[C:10]([O:12][CH2:13][CH:14]2[CH2:19][CH2:18][NH:17][CH2:16][CH2:15]2)[C:9]([O:20][CH3:21])=[CH:8][C:5]=1[C:6]#[N:7])([O-:3])=[O:2].C=O.[C:24](O)(=O)C.[BH-](OC(C)=O)(OC(C)=O)OC(C)=O.[Na+]. The catalyst is C(Cl)Cl.CO. The product is [N+:1]([C:4]1[CH:11]=[C:10]([O:12][CH2:13][CH:14]2[CH2:15][CH2:16][N:17]([CH3:24])[CH2:18][CH2:19]2)[C:9]([O:20][CH3:21])=[CH:8][C:5]=1[C:6]#[N:7])([O-:3])=[O:2]. The yield is 0.860. (2) The reactants are Br[C:2]1[CH:7]=[CH:6][C:5]([C:8]2[NH:12][C:11]([CH:13]3[CH2:17][C:16]4([CH2:22][CH2:21][O:20][CH2:19][CH2:18]4)[CH2:15][N:14]3[C:23](=[O:33])[C@@H:24]([NH:28][C:29](=[O:32])[O:30][CH3:31])[CH:25]([CH3:27])[CH3:26])=[N:10][CH:9]=2)=[CH:4][CH:3]=1.[CH3:34][C:35]1([CH3:51])[C:39]([CH3:41])([CH3:40])[O:38][B:37]([B:37]2[O:38][C:39]([CH3:41])([CH3:40])[C:35]([CH3:51])([CH3:34])[O:36]2)[O:36]1.C([O-])(=O)C.[K+]. The catalyst is O1CCOCC1. The product is [CH3:27][CH:25]([CH3:26])[C@H:24]([NH:28][C:29](=[O:32])[O:30][CH3:31])[C:23](=[O:33])[N:14]1[CH:13]([C:11]2[NH:12][C:8]([C:5]3[CH:4]=[CH:3][C:2]([B:37]4[O:38][C:39]([CH3:41])([CH3:40])[C:35]([CH3:51])([CH3:34])[O:36]4)=[CH:7][CH:6]=3)=[CH:9][N:10]=2)[CH2:17][C:16]2([CH2:18][CH2:19][O:20][CH2:21][CH2:22]2)[CH2:15]1. The yield is 0.593. (3) The catalyst is CS(C)=O. The product is [F:1][C:4]1[C:9]([N+:10]([O-:12])=[O:11])=[CH:8][CH:7]=[CH:6][C:5]=1[CH3:13]. The yield is 0.820. The reactants are [F-:1].[Cs+].Cl[C:4]1[C:9]([N+:10]([O-:12])=[O:11])=[CH:8][CH:7]=[CH:6][C:5]=1[CH3:13].Cl. (4) The reactants are [CH3:1][CH:2]1[CH2:7][CH2:6][CH2:5][CH2:4][N:3]1[C:8]1[CH:13]=[CH:12][N:11]=[CH:10][C:9]=1[N+:14]([O-])=O.[H][H]. The catalyst is [Pd].CCO. The product is [CH3:1][CH:2]1[CH2:7][CH2:6][CH2:5][CH2:4][N:3]1[C:8]1[CH:13]=[CH:12][N:11]=[CH:10][C:9]=1[NH2:14]. The yield is 0.360. (5) The reactants are [OH:1][C:2]1[C:7](=[O:8])[NH:6][C:5]([CH2:9][C:10]2[CH:15]=[CH:14][CH:13]=[CH:12][C:11]=2[C:16]2[CH:21]=[CH:20][CH:19]=[C:18](C)[CH:17]=2)=[N:4][C:3]=1[C:23](OC)=[O:24].[NH3:27].[CH3:28]O. No catalyst specified. The product is [OH:1][C:2]1[C:7](=[O:8])[NH:6][C:5]([CH2:9][C:10]2[CH:15]=[CH:14][CH:13]=[CH:12][C:11]=2[C:16]2[CH:21]=[CH:20][CH:19]=[C:18]([CH3:28])[CH:17]=2)=[N:4][C:3]=1[C:23]([NH2:27])=[O:24]. The yield is 0.470. (6) The yield is 0.350. No catalyst specified. The reactants are [CH2:1]([O:3][C:4]([C@@H:6]1[C@H:8]([C:9]2[CH:14]=[CH:13][CH:12]=[CH:11][CH:10]=2)[C@H:7]1[C:15]1[CH:20]=[CH:19][CH:18]=[C:17](Br)[CH:16]=1)=[O:5])[CH3:2].[N:22]1([CH:27]2[CH2:32][CH2:31][NH:30][CH2:29][CH2:28]2)[CH2:26][CH2:25][CH2:24][CH2:23]1. The product is [CH2:1]([O:3][C:4]([C@H:6]1[C@H:7]([C:15]2[CH:20]=[CH:19][CH:18]=[C:17]([N:30]3[CH2:31][CH2:32][CH:27]([N:22]4[CH2:26][CH2:25][CH2:24][CH2:23]4)[CH2:28][CH2:29]3)[CH:16]=2)[C@H:8]1[C:9]1[CH:14]=[CH:13][CH:12]=[CH:11][CH:10]=1)=[O:5])[CH3:2]. (7) The reactants are [O:1]=[C:2]1[CH2:7][CH2:6][N:5]([CH2:8][CH:9]([N:13]2[CH:17]=[C:16]([C:18]3[C:19]4[CH:26]=[CH:25][N:24]([CH2:27][O:28][CH2:29][CH2:30][Si:31]([CH3:34])([CH3:33])[CH3:32])[C:20]=4[N:21]=[CH:22][N:23]=3)[CH:15]=[N:14]2)[CH2:10][C:11]#[N:12])[CH2:4][CH2:3]1.[BH4-].[Na+]. The catalyst is CO. The product is [OH:1][CH:2]1[CH2:7][CH2:6][N:5]([CH2:8][CH:9]([N:13]2[CH:17]=[C:16]([C:18]3[C:19]4[CH:26]=[CH:25][N:24]([CH2:27][O:28][CH2:29][CH2:30][Si:31]([CH3:32])([CH3:34])[CH3:33])[C:20]=4[N:21]=[CH:22][N:23]=3)[CH:15]=[N:14]2)[CH2:10][C:11]#[N:12])[CH2:4][CH2:3]1. The yield is 0.520. (8) The reactants are Cl.[CH3:2][O:3][CH2:4][C:5](=[NH:7])[NH2:6].C[O-].[Na+].[C:11]([C:13]1[CH:18]=[CH:17][CH:16]=[CH:15][C:14]=1[C:19]1[CH:24]=[CH:23][C:22]([CH2:25][CH:26]([C:31](=O)[CH2:32][CH2:33][CH2:34][CH3:35])[C:27](OC)=[O:28])=[CH:21][CH:20]=1)#[N:12]. The catalyst is CO.O1CCOCC1. The product is [CH2:32]([C:31]1[N:7]=[C:5]([CH2:4][O:3][CH3:2])[NH:6][C:27](=[O:28])[C:26]=1[CH2:25][C:22]1[CH:21]=[CH:20][C:19]([C:14]2[C:13]([C:11]#[N:12])=[CH:18][CH:17]=[CH:16][CH:15]=2)=[CH:24][CH:23]=1)[CH2:33][CH2:34][CH3:35]. The yield is 0.710.